This data is from Full USPTO retrosynthesis dataset with 1.9M reactions from patents (1976-2016). The task is: Predict the reactants needed to synthesize the given product. (1) Given the product [C:23]12([NH:26][S:6]([C:2]3[S:1][CH:5]=[CH:4][CH:3]=3)(=[O:8])=[O:7])[CH2:24][CH:17]3[CH2:18][CH:19]([CH2:20][CH:21]([CH2:16]3)[CH2:22]1)[CH2:25]2, predict the reactants needed to synthesize it. The reactants are: [S:1]1[CH:5]=[CH:4][CH:3]=[C:2]1[S:6](Cl)(=[O:8])=[O:7].N1C=CC=CC=1.[CH2:16]1[CH:21]2[CH2:22][C:23]3([NH2:26])[CH2:25][CH:19]([CH2:20]2)[CH2:18][CH:17]1[CH2:24]3. (2) The reactants are: [F:1][C:2]1[CH:7]=[CH:6][C:5]([C:8]#[C:9][C:10]([C:12]2[N:17]=[C:16]([C:18]([O:20][CH3:21])=[O:19])[CH:15]=[CH:14][CH:13]=2)=[O:11])=[CH:4][CH:3]=1.O1CCOCC1.CC1C=C(C)C=C(C)C=1S([O-])(=O)=O.[NH2:41][N+:42]1[CH:47]=[CH:46][CH:45]=[C:44]([O:48][CH3:49])[CH:43]=1.C(=O)([O-])[O-].[K+].[K+]. Given the product [F:1][C:2]1[CH:7]=[CH:6][C:5]([C:8]2[C:9]([C:10]([C:12]3[N:17]=[C:16]([C:18]([O:20][CH3:21])=[O:19])[CH:15]=[CH:14][CH:13]=3)=[O:11])=[C:47]3[CH:46]=[CH:45][C:44]([O:48][CH3:49])=[CH:43][N:42]3[N:41]=2)=[CH:4][CH:3]=1, predict the reactants needed to synthesize it. (3) Given the product [NH2:20][CH2:21][CH2:22][CH2:23][NH:24][C:13]1[C:12]2[CH:17]=[CH:18][C:9]([S:6]([NH:5][C:1]([CH3:4])([CH3:3])[CH3:2])(=[O:8])=[O:7])=[CH:10][C:11]=2[S:15][N:14]=1, predict the reactants needed to synthesize it. The reactants are: [C:1]([NH:5][S:6]([C:9]1[CH:18]=[CH:17][C:12]2[C:13](Cl)=[N:14][S:15][C:11]=2[CH:10]=1)(=[O:8])=[O:7])([CH3:4])([CH3:3])[CH3:2].O.[NH2:20][CH2:21][CH2:22][CH2:23][NH2:24].